This data is from Full USPTO retrosynthesis dataset with 1.9M reactions from patents (1976-2016). The task is: Predict the reactants needed to synthesize the given product. (1) Given the product [CH2:30]([C:10]1[C:11]2[C:16](=[C:15]([N:17]3[CH2:18][CH2:19][NH:20][CH2:21][CH2:22]3)[CH:14]=[CH:13][CH:12]=2)[NH:8][C:9]=1[S:37]([CH3:40])(=[O:39])=[O:38])[C:31]1[CH:36]=[CH:35][CH:34]=[CH:33][CH:32]=1, predict the reactants needed to synthesize it. The reactants are: C(OC([N:8]1[C:16]2[C:11](=[CH:12][CH:13]=[CH:14][C:15]=2[N:17]2[CH2:22][CH2:21][N:20](C(OC(C)(C)C)=O)[CH2:19][CH2:18]2)[C:10]([CH2:30][C:31]2[CH:36]=[CH:35][CH:34]=[CH:33][CH:32]=2)=[C:9]1[S:37]([CH3:40])(=[O:39])=[O:38])=O)(C)(C)C.FC(F)(F)C(O)=O. (2) Given the product [NH2:1][C:2]1[CH:6]=[C:5]([CH2:10][C:11]([OH:13])=[O:12])[NH:4][N:3]=1, predict the reactants needed to synthesize it. The reactants are: [NH2:1][C:2]1[C:6](C(O)=O)=[C:5]([CH2:10][C:11]([OH:13])=[O:12])[NH:4][N:3]=1. (3) Given the product [Cl:1][C:2]1[C:7]([F:8])=[CH:6][CH:5]=[C:4]([Cl:9])[C:3]=1[CH:10]([O:12][C:13]1[C:14]([NH2:19])=[N:15][CH:16]=[C:17]([I:20])[CH:18]=1)[CH3:11], predict the reactants needed to synthesize it. The reactants are: [Cl:1][C:2]1[C:7]([F:8])=[CH:6][CH:5]=[C:4]([Cl:9])[C:3]=1[CH:10]([O:12][C:13]1[C:14]([NH2:19])=[N:15][CH:16]=[CH:17][CH:18]=1)[CH3:11].[I:20]N1C(=O)CCC1=O. (4) Given the product [CH3:1][N:2]1[C:3](=[O:38])[C:4]2[NH:37][CH:36]=[C:35]3[CH2:41][N:19]([CH2:20][C:21]4[CH:26]=[CH:25][CH:24]=[CH:23][C:22]=4[O:27][CH2:28][C:29]4[CH:34]=[CH:33][CH:32]=[CH:31][N:30]=4)[C:9]4[CH:10]=[CH:11][C:12]([CH2:14][S:15]([CH3:18])(=[O:17])=[O:16])=[CH:13][C:8]=4[C:6]([C:5]=23)=[CH:7]1, predict the reactants needed to synthesize it. The reactants are: [CH3:1][N:2]1[CH:7]=[C:6]([C:8]2[CH:13]=[C:12]([CH2:14][S:15]([CH3:18])(=[O:17])=[O:16])[CH:11]=[CH:10][C:9]=2[NH:19][CH2:20][C:21]2[CH:26]=[CH:25][CH:24]=[CH:23][C:22]=2[O:27][CH2:28][C:29]2[CH:34]=[CH:33][CH:32]=[CH:31][N:30]=2)[C:5]2[CH:35]=[CH:36][NH:37][C:4]=2[C:3]1=[O:38].C=O.[C:41](=O)(O)[O-].[Na+].C(OCC)(=O)C. (5) Given the product [CH3:19][O:20][C:21]1[CH:26]=[CH:25][CH:24]=[CH:23][C:22]=1[C:2]1[N:7]=[CH:6][N:5]=[C:4]([NH:8][C:9]2[CH:10]=[C:11]([S:15]([NH2:18])(=[O:17])=[O:16])[CH:12]=[CH:13][CH:14]=2)[N:3]=1, predict the reactants needed to synthesize it. The reactants are: Cl[C:2]1[N:7]=[CH:6][N:5]=[C:4]([NH:8][C:9]2[CH:10]=[C:11]([S:15]([NH2:18])(=[O:17])=[O:16])[CH:12]=[CH:13][CH:14]=2)[N:3]=1.[CH3:19][O:20][C:21]1[CH:26]=[CH:25][CH:24]=[CH:23][C:22]=1B(O)O.[O-]P([O-])([O-])=O.[K+].[K+].[K+]. (6) Given the product [CH3:39][N:36]1[CH2:37][CH2:38][N:33]([CH2:32][CH2:31][CH2:30][O:14][N:13]=[C:8]2[CH2:7][CH:6]([C:15]3[CH:20]=[CH:19][CH:18]=[CH:17][C:16]=3[C:21]3[CH:26]=[CH:25][CH:24]=[CH:23][CH:22]=3)[CH2:5][C:4]3[N:3]=[C:2]([NH2:1])[N:11]=[C:10]([CH3:12])[C:9]2=3)[CH2:34][CH2:35]1, predict the reactants needed to synthesize it. The reactants are: [NH2:1][C:2]1[N:11]=[C:10]([CH3:12])[C:9]2[C:8](=[N:13][OH:14])[CH2:7][CH:6]([C:15]3[CH:20]=[CH:19][CH:18]=[CH:17][C:16]=3[C:21]3[CH:26]=[CH:25][CH:24]=[CH:23][CH:22]=3)[CH2:5][C:4]=2[N:3]=1.Cl.Cl.Cl[CH2:30][CH2:31][CH2:32][N:33]1[CH2:38][CH2:37][N:36]([CH3:39])[CH2:35][CH2:34]1.[H-].[Na+].CN(C)CCCON=C1CC(C2C=C(F)C=CC=2C2C=CC=CC=2)CC2N=C(N)N=C(C)C1=2. (7) Given the product [C:1]([C:4]1[NH:8][N:7]=[C:6]([C:9]([NH:11][C@@H:12]([CH3:30])[CH2:13][N:14]2[CH:18]=[CH:17][C:16]([C:19]3[CH:24]=[CH:23][C:22]([C:25]#[N:26])=[C:21]([O:32][CH3:31])[CH:20]=3)=[N:15]2)=[O:10])[CH:5]=1)(=[O:3])[CH3:2], predict the reactants needed to synthesize it. The reactants are: [C:1]([C:4]1[NH:8][N:7]=[C:6]([C:9]([NH:11][C@@H:12]([CH3:30])[CH2:13][N:14]2[CH:18]=[CH:17][C:16]([C:19]3[CH:24]=[CH:23][C:22]([C:25]#[N:26])=[C:21]([N+]([O-])=O)[CH:20]=3)=[N:15]2)=[O:10])[CH:5]=1)(=[O:3])[CH3:2].[CH3:31][O-:32].C([N+](CCCC)(CCCC)CCCC)CCC. (8) Given the product [F:1][C:2]1[CH:24]=[CH:23][CH:22]=[CH:21][C:3]=1[O:4][C:5]1[C:18](=[O:19])[N:17]([CH3:20])[C:8]2[N:9]=[C:10]([NH:25][C:26]3[C:31]([OH:32])=[CH:30][CH:29]=[CH:28][N:27]=3)[N:11]=[CH:12][C:7]=2[CH:6]=1, predict the reactants needed to synthesize it. The reactants are: [F:1][C:2]1[CH:24]=[CH:23][CH:22]=[CH:21][C:3]=1[O:4][C:5]1[C:18](=[O:19])[N:17]([CH3:20])[C:8]2[N:9]=[C:10](S(C)(=O)=O)[N:11]=[CH:12][C:7]=2[CH:6]=1.[NH2:25][C:26]1[C:31]([OH:32])=[CH:30][CH:29]=[CH:28][N:27]=1.CO.O.